From a dataset of Forward reaction prediction with 1.9M reactions from USPTO patents (1976-2016). Predict the product of the given reaction. Given the reactants Br[C:2]1[CH:9]=[CH:8][C:5]([CH:6]=[O:7])=[C:4]([F:10])[CH:3]=1.B1(B2OC(C)(C)C(C)(C)O2)OC(C)(C)C(C)(C)O1.C([O-])(=O)C.[K+].Br[C:35]1[CH:36]=[C:37]([CH:42]=[CH:43][CH:44]=1)[C:38]([O:40][CH3:41])=[O:39], predict the reaction product. The product is: [CH3:41][O:40][C:38]([C:37]1[CH:36]=[C:35]([C:2]2[CH:9]=[CH:8][C:5]([CH:6]=[O:7])=[C:4]([F:10])[CH:3]=2)[CH:44]=[CH:43][CH:42]=1)=[O:39].